Task: Binary Classification. Given a drug SMILES string, predict its activity (active/inactive) in a high-throughput screening assay against a specified biological target.. Dataset: M1 muscarinic receptor antagonist screen with 61,756 compounds (1) The drug is S(c1n(\c([nH]n1)=C1\C(=O)C=CC=C1)CC=C)Cc1c(cccc1)C#N. The result is 0 (inactive). (2) The result is 0 (inactive). The drug is S(CC(=O)NC(=O)NCc1occc1)c1scc(n1)c1ccccc1. (3) The drug is S(=O)(=O)(N1C2C(CN(CC2)C)c2c1ccc(c2)C)c1ccc(F)cc1. The result is 0 (inactive). (4) The result is 0 (inactive). The molecule is s1c(NC(=O)C(CC)(C(F)(F)F)C(F)(F)F)ncc1. (5) The compound is Clc1c(NC(C(C)C)C(OCC(=O)Nc2noc(c2)C)=O)ccc(c1)C(F)(F)F. The result is 0 (inactive). (6) The molecule is O=C(N1C2c3n(CC1)c1c(c3CCC2)cc(cc1)C)C1CC1. The result is 0 (inactive). (7) The drug is Clc1ccc(NC(=O)CSc2n(c(nn2)Cc2n(ccc2)C)c2ccc(F)cc2)cc1. The result is 0 (inactive). (8) The result is 1 (active). The molecule is S(=O)(=O)(N1CCOCC1)c1cc2sc(SC)nc2cc1.